Task: Predict the reactants needed to synthesize the given product.. Dataset: Full USPTO retrosynthesis dataset with 1.9M reactions from patents (1976-2016) Given the product [CH3:5][O:4][CH2:3][CH2:2][O:15][C:12]1[CH:13]=[CH:14][C:8]2[O:7][CH2:6][O:10][C:9]=2[CH:11]=1, predict the reactants needed to synthesize it. The reactants are: Br[CH2:2][CH2:3][O:4][CH3:5].[CH2:6]1[O:10][C:9]2[CH:11]=[C:12]([OH:15])[CH:13]=[CH:14][C:8]=2[O:7]1.